Dataset: Catalyst prediction with 721,799 reactions and 888 catalyst types from USPTO. Task: Predict which catalyst facilitates the given reaction. (1) Reactant: [NH2:1][C:2]1[CH:3]=[CH:4][C:5]([Cl:14])=[C:6]([CH:13]=1)[O:7][C@@H:8]1[CH2:12][CH2:11][NH:10][CH2:9]1.[C:15]([O:19][C:20](O[C:20]([O:19][C:15]([CH3:18])([CH3:17])[CH3:16])=[O:21])=[O:21])([CH3:18])([CH3:17])[CH3:16]. Product: [C:15]([O:19][C:20]([N:10]1[CH2:11][CH2:12][C@@H:8]([O:7][C:6]2[CH:13]=[C:2]([NH2:1])[CH:3]=[CH:4][C:5]=2[Cl:14])[CH2:9]1)=[O:21])([CH3:18])([CH3:17])[CH3:16]. The catalyst class is: 365. (2) Reactant: Br[C:2]1[CH:3]=[C:4]2[C:10]([C:11]3[CH:15]=[CH:14][O:13][CH:12]=3)=[CH:9][NH:8][C:5]2=[N:6][CH:7]=1.B(O)(O)[C:17]1[CH:22]=[CH:21][C:20]2[O:23][CH2:24][O:25][C:19]=2[CH:18]=1.[Li+].[Cl-].C([O-])([O-])=O.[Na+].[Na+]. Product: [O:23]1[C:20]2[CH:21]=[CH:22][C:17]([C:2]3[CH:3]=[C:4]4[C:10]([C:11]5[CH:15]=[CH:14][O:13][CH:12]=5)=[CH:9][NH:8][C:5]4=[N:6][CH:7]=3)=[CH:18][C:19]=2[O:25][CH2:24]1. The catalyst class is: 780. (3) Reactant: [Li+].[CH3:2][CH:3]([N-]C(C)C)C.[CH3:9][O:10][C:11](=[O:23])[CH2:12][C:13]1[CH:14]=[C:15]2[C:20](=[CH:21][CH:22]=1)[N:19]=[CH:18][CH:17]=[CH:16]2.BrCCBr. Product: [CH3:9][O:10][C:11]([C:12]1([C:13]2[CH:14]=[C:15]3[C:20](=[CH:21][CH:22]=2)[N:19]=[CH:18][CH:17]=[CH:16]3)[CH2:3][CH2:2]1)=[O:23]. The catalyst class is: 1. (4) Reactant: Br[C:2]1[CH:10]=[C:9]2[C:5]([CH:6]=[CH:7][NH:8]2)=[CH:4][CH:3]=1.CC1(C)C(C)(C)OB([C:19]2[CH:20]=[C:21]3[C:26](=[CH:27][CH:28]=2)[CH:25]=[C:24]([NH:29][C:30]([C:32]2[CH:36]=[CH:35][S:34][CH:33]=2)=[O:31])[CH:23]=[CH:22]3)O1.C([O-])([O-])=O.[K+].[K+].O1CCOCC1. Product: [NH:8]1[C:9]2[C:5](=[CH:4][CH:3]=[C:2]([C:19]3[CH:20]=[C:21]4[C:26](=[CH:27][CH:28]=3)[CH:25]=[C:24]([NH:29][C:30]([C:32]3[CH:36]=[CH:35][S:34][CH:33]=3)=[O:31])[CH:23]=[CH:22]4)[CH:10]=2)[CH:6]=[CH:7]1. The catalyst class is: 386. (5) Reactant: I[C:2]1[CH:3]=[CH:4][C:5]([NH2:8])=[N:6][CH:7]=1.[CH3:9][C:10]1[N:11]=[CH:12][NH:13][CH:14]=1.C([O-])([O-])=O.[Cs+].[Cs+]. Product: [CH3:9][C:10]1[N:11]=[CH:12][N:13]([C:2]2[CH:3]=[CH:4][C:5]([NH2:8])=[N:6][CH:7]=2)[CH:14]=1. The catalyst class is: 471. (6) Reactant: [CH3:1][O:2][CH:3]([CH3:8])[C:4]([O:6][CH3:7])=[O:5].[Li+].CC([N-]C(C)C)C.C(NC(C)C)(C)C.C([Li])CCC.[C:29]([Si:33](Cl)([CH3:35])[CH3:34])([CH3:32])([CH3:31])[CH3:30]. Product: [C:29]([Si:33]([O:5][C:4]([O:6][CH3:7])=[C:3]([O:2][CH3:1])[CH3:8])([CH3:35])[CH3:34])([CH3:32])([CH3:31])[CH3:30]. The catalyst class is: 1. (7) Reactant: [Cl:1][C:2]1[C:3]([CH:11]([CH3:14])[C:12]#[N:13])=[N:4][CH:5]=[C:6]([N+:8]([O-])=O)[CH:7]=1.C(O)C.[NH4+].[Cl-].Cl. Product: [NH2:8][C:6]1[CH:7]=[C:2]([Cl:1])[C:3]([CH:11]([CH3:14])[C:12]#[N:13])=[N:4][CH:5]=1. The catalyst class is: 150. (8) Reactant: N1[C:9]2[C:8]3[CH:10]=[CH:11][CH:12]=[CH:13][C:7]=3[CH2:6][CH2:5][C:4]=2C=N1.FC(F)(F)C(OCC)=[O:17].C[O-].[Na+]. Product: [C:9]1(=[O:17])[C:8]2[C:7](=[CH:13][CH:12]=[CH:11][CH:10]=2)[CH2:6][CH2:5][CH2:4]1. The catalyst class is: 5.